Dataset: Full USPTO retrosynthesis dataset with 1.9M reactions from patents (1976-2016). Task: Predict the reactants needed to synthesize the given product. (1) The reactants are: [CH3:1][O:2][C:3](Cl)=[O:4].[CH3:6][O:7][C:8]1[CH:52]=[C:51]([O:53][CH3:54])[CH:50]=[C:49]([O:55][CH3:56])[C:9]=1/[CH:10]=[CH:11]/[CH:12]([S:22]([CH:25](/[CH:35]=[CH:36]/[C:37]1[C:42]([O:43][CH3:44])=[CH:41][C:40]([O:45][CH3:46])=[CH:39][C:38]=1[O:47][CH3:48])[C:26]1[CH:31]=[CH:30][C:29]([O:32][CH3:33])=[C:28]([NH2:34])[CH:27]=1)(=[O:24])=[O:23])[C:13]1[CH:18]=[CH:17][C:16]([O:19][CH3:20])=[C:15]([NH2:21])[CH:14]=1. Given the product [CH3:56][O:55][C:49]1[CH:50]=[C:51]([O:53][CH3:54])[CH:52]=[C:8]([O:7][CH3:6])[C:9]=1/[CH:10]=[CH:11]/[CH:12]([S:22]([CH:25](/[CH:35]=[CH:36]/[C:37]1[C:38]([O:47][CH3:48])=[CH:39][C:40]([O:45][CH3:46])=[CH:41][C:42]=1[O:43][CH3:44])[C:26]1[CH:31]=[CH:30][C:29]([O:32][CH3:33])=[C:28]([NH:34][C:3]([O:2][CH3:1])=[O:4])[CH:27]=1)(=[O:24])=[O:23])[C:13]1[CH:18]=[CH:17][C:16]([O:19][CH3:20])=[C:15]([NH:21][C:3]([O:2][CH3:1])=[O:4])[CH:14]=1, predict the reactants needed to synthesize it. (2) Given the product [N:36]1([CH2:9][C:8]2[C:4]([CH:1]3[CH2:2][CH2:3]3)=[N:5][N:6]([C:11]3[CH:16]=[CH:15][N:14]=[C:13]([NH:17][C:18]4[C:19]([O:33][CH3:34])=[CH:20][C:21]([N:27]([CH2:29][CH2:30][O:31][CH3:32])[CH3:28])=[C:22]([NH:24][C:19](=[O:33])[CH:18]=[CH2:23])[CH:23]=4)[N:12]=3)[CH:7]=2)[CH2:39][CH2:38][CH2:37]1, predict the reactants needed to synthesize it. The reactants are: [CH:1]1([C:4]2[C:8]([CH:9]=O)=[CH:7][N:6]([C:11]3[CH:16]=[CH:15][N:14]=[C:13]([NH:17][C:18]4[CH:23]=[C:22]([N+:24]([O-])=O)[C:21]([N:27]([CH2:29][CH2:30][O:31][CH3:32])[CH3:28])=[CH:20][C:19]=4[O:33][CH3:34])[N:12]=3)[N:5]=2)[CH2:3][CH2:2]1.Cl.[NH:36]1[CH2:39][CH2:38][CH2:37]1. (3) The reactants are: [F:1][C:2]1[CH:3]=[C:4]([CH:12]2[C:21]3[C:16](=[CH:17][CH:18]=[CH:19][CH:20]=3)[CH2:15][CH2:14][NH:13]2)[CH:5]=[CH:6][C:7]=1[C:8]([F:11])([F:10])[F:9].[CH:22]([N:25]=[C:26]=[O:27])([CH3:24])[CH3:23]. Given the product [F:1][C:2]1[CH:3]=[C:4]([CH:12]2[C:21]3[C:16](=[CH:17][CH:18]=[CH:19][CH:20]=3)[CH2:15][CH2:14][N:13]2[C:26]([NH:25][CH:22]([CH3:24])[CH3:23])=[O:27])[CH:5]=[CH:6][C:7]=1[C:8]([F:11])([F:9])[F:10], predict the reactants needed to synthesize it. (4) Given the product [OH:20][C@H:19]([C:21]1[CH:22]=[N:23][CH:24]=[CH:25][CH:26]=1)[CH2:18][NH:17][C:12]([C@@H:7]1[CH2:6][CH2:5][C:4]2[C:9](=[CH:10][CH:11]=[C:2]([I:1])[CH:3]=2)[O:8]1)=[O:14], predict the reactants needed to synthesize it. The reactants are: [I:1][C:2]1[CH:3]=[C:4]2[C:9](=[CH:10][CH:11]=1)[O:8][C@H:7]([C:12]([OH:14])=O)[CH2:6][CH2:5]2.Cl.Cl.[NH2:17][CH2:18][C@@H:19]([C:21]1[CH:22]=[N:23][CH:24]=[CH:25][CH:26]=1)[OH:20]. (5) Given the product [N:10]1[C:3]([C:4]([O:6][CH2:7][CH3:8])=[O:5])=[CH:2][N:15]2[C:14]3[CH:16]=[CH:17][CH:18]=[CH:19][C:13]=3[S:12][C:11]=12, predict the reactants needed to synthesize it. The reactants are: Br[CH2:2][C:3](=O)[C:4]([O:6][CH2:7][CH3:8])=[O:5].[NH2:10][C:11]1[S:12][C:13]2[CH:19]=[CH:18][CH:17]=[CH:16][C:14]=2[N:15]=1. (6) The reactants are: Cl[C:2]1[N:7]=[C:6]([NH:8][C@H:9]([C:13]2[CH:18]=[CH:17][CH:16]=[CH:15][CH:14]=2)[C:10]([NH2:12])=[O:11])[CH:5]=[N:4][C:3]=1[C:19]#[N:20].[NH2:21][C:22]1[CH:23]=[C:24]2[C:29](=[CH:30][CH:31]=1)[N:28]=[CH:27][CH:26]=[CH:25]2.C([O-])([O-])=O.[K+].[K+].C1C=CC(P(C2C(C3C(P(C4C=CC=CC=4)C4C=CC=CC=4)=CC=C4C=3C=CC=C4)=C3C(C=CC=C3)=CC=2)C2C=CC=CC=2)=CC=1. Given the product [C:19]([C:3]1[N:4]=[CH:5][C:6]([NH:8][C@H:9]([C:13]2[CH:18]=[CH:17][CH:16]=[CH:15][CH:14]=2)[C:10]([NH2:12])=[O:11])=[N:7][C:2]=1[NH:21][C:22]1[CH:23]=[C:24]2[C:29](=[CH:30][CH:31]=1)[N:28]=[CH:27][CH:26]=[CH:25]2)#[N:20], predict the reactants needed to synthesize it. (7) Given the product [C:15]([C:2]1[CH:3]=[CH:4][C:5]2[C:14](=[CH:13][C:12]3[C:7]([CH:6]=2)=[CH:8][C:9]([C:5]([CH3:14])([CH3:6])[CH3:4])=[CH:10][CH:11]=3)[CH:1]=1)([CH3:18])([CH3:17])[CH3:16], predict the reactants needed to synthesize it. The reactants are: [CH:1]1[C:14]2[C:5](=[CH:6][C:7]3[C:12]([CH:13]=2)=[CH:11][CH:10]=[CH:9][CH:8]=3)[CH:4]=[CH:3][CH:2]=1.[C:15](O)([CH3:18])([CH3:17])[CH3:16].O.